From a dataset of Forward reaction prediction with 1.9M reactions from USPTO patents (1976-2016). Predict the product of the given reaction. Given the reactants [Cl:1][C:2]1[C:3]2[N:4]([C:8]([CH:11]3[CH2:16][N:15]([C:17]([O:19][CH2:20][C:21]4[CH:26]=[CH:25][CH:24]=[CH:23][CH:22]=4)=[O:18])[CH:14]([C:27]([F:30])([F:29])[F:28])[CH2:13][CH2:12]3)=[N:9][CH:10]=2)[CH:5]=[CH:6][N:7]=1.C1C(=O)N([Br:38])C(=O)C1, predict the reaction product. The product is: [Br:38][C:10]1[N:9]=[C:8]([CH:11]2[CH2:16][N:15]([C:17]([O:19][CH2:20][C:21]3[CH:22]=[CH:23][CH:24]=[CH:25][CH:26]=3)=[O:18])[CH:14]([C:27]([F:28])([F:30])[F:29])[CH2:13][CH2:12]2)[N:4]2[CH:5]=[CH:6][N:7]=[C:2]([Cl:1])[C:3]=12.